The task is: Predict the reactants needed to synthesize the given product.. This data is from Full USPTO retrosynthesis dataset with 1.9M reactions from patents (1976-2016). (1) Given the product [CH3:22][C:17]1[N:1]([CH2:4][CH:5]2[CH2:9][N:8]([C@@H:10]([CH2:14][CH3:15])[C:11]([NH2:13])=[O:12])[C:7](=[O:16])[CH2:6]2)[N:2]=[N:3][CH:18]=1, predict the reactants needed to synthesize it. The reactants are: [N:1]([CH2:4][CH:5]1[CH2:9][N:8]([C@@H:10]([CH2:14][CH3:15])[C:11]([NH2:13])=[O:12])[C:7](=[O:16])[CH2:6]1)=[N+:2]=[N-:3].[C:17]1(P(C2C=CC=CC=2)(C2C=CC=CC=2)=CC(C)=O)[CH:22]=CC=C[CH:18]=1. (2) Given the product [NH2:8][C:5]1[CH:6]=[CH:7][C:2]([NH:11][CH:12]2[CH2:17][CH2:16][CH2:15][N:14]([C:18]([O:20][C:21]([CH3:24])([CH3:23])[CH3:22])=[O:19])[CH2:13]2)=[N:3][CH:4]=1, predict the reactants needed to synthesize it. The reactants are: Cl[C:2]1[CH:7]=[CH:6][C:5]([N+:8]([O-])=O)=[CH:4][N:3]=1.[NH2:11][CH:12]1[CH2:17][CH2:16][CH2:15][N:14]([C:18]([O:20][C:21]([CH3:24])([CH3:23])[CH3:22])=[O:19])[CH2:13]1. (3) Given the product [CH3:57][O:58][C:21]([C:2]1[CH:11]=[C:10]2[C:5]([N:6]=[C:7]([NH:17][CH:18]([CH3:20])[CH3:19])[C:8]3[N:9]2[C:12](=[O:15])[NH:13][N:14]=3)=[CH:4][CH:3]=1)=[O:63], predict the reactants needed to synthesize it. The reactants are: Br[C:2]1[CH:11]=[C:10]2[C:5]([N:6]=[C:7]([NH:17][CH:18]([CH3:20])[CH3:19])[C:8]3[N:9]2[C:12]([O:15]C)=[N:13][N:14]=3)=[CH:4][CH:3]=1.[C:21]1(P(C2C=CC=CC=2)CCCP(C2C=CC=CC=2)C2C=CC=CC=2)C=CC=CC=1.C(N(CC)CC)C.[CH3:57][OH:58].CS(C)=O.[OH2:63]. (4) The reactants are: [Cl:1][CH2:2][C:3]([N:5]1[CH2:9][CH2:8][CH2:7][CH2:6]1)=[O:4].[CH3:10][N:11]1[CH:15]=[CH:14][N:13]=[C:12]1[CH3:16].C(#N)C. Given the product [Cl-:1].[N:5]1([C:3](=[O:4])[CH2:2][N:13]2[CH:14]=[CH:15][N+:11]([CH3:10])=[C:12]2[CH3:16])[CH2:9][CH2:8][CH2:7][CH2:6]1, predict the reactants needed to synthesize it. (5) The reactants are: [Br:1][C:2]1[CH:7]=[CH:6][C:5]([C:8]2[C:12]3[CH2:13][N:14]([S:17]([CH3:20])(=[O:19])=[O:18])[CH2:15][CH2:16][C:11]=3[N:10]([CH2:21][CH:22]3[CH2:24][O:23]3)[N:9]=2)=[CH:4][CH:3]=1.[Cl:25][C:26]1[CH:27]=[CH:28][C:29]2[NH:33][C:32](=[O:34])[N:31]([CH:35]3[CH2:40][CH2:39][NH:38][CH2:37][CH2:36]3)[C:30]=2[CH:41]=1. Given the product [Br:1][C:2]1[CH:7]=[CH:6][C:5]([C:8]2[C:12]3[CH2:13][N:14]([S:17]([CH3:20])(=[O:19])=[O:18])[CH2:15][CH2:16][C:11]=3[N:10]([CH2:21][CH:22]([OH:23])[CH2:24][N:38]3[CH2:37][CH2:36][CH:35]([N:31]4[C:30]5[CH:41]=[C:26]([Cl:25])[CH:27]=[CH:28][C:29]=5[NH:33][C:32]4=[O:34])[CH2:40][CH2:39]3)[N:9]=2)=[CH:4][CH:3]=1, predict the reactants needed to synthesize it. (6) Given the product [Si:22]([O:21][CH2:20][CH2:19][CH2:18][S@:10](=[O:17])([C:11]1[CH:16]=[CH:15][CH:14]=[CH:13][CH:12]=1)=[N:9][C:7](=[O:8])[C:6]1[CH:29]=[C:2]([C:31]#[C:30][C:32]2[CH:37]=[CH:36][CH:35]=[C:34]([NH:38][C:39]([C:41]3[N:45]([CH3:46])[N:44]=[C:43]([CH3:47])[CH:42]=3)=[O:40])[CH:33]=2)[CH:3]=[N:4][CH:5]=1)([C:25]([CH3:28])([CH3:27])[CH3:26])([CH3:24])[CH3:23], predict the reactants needed to synthesize it. The reactants are: Br[C:2]1[CH:3]=[N:4][CH:5]=[C:6]([CH:29]=1)[C:7]([N:9]=[S@@:10]([CH2:18][CH2:19][CH2:20][O:21][Si:22]([C:25]([CH3:28])([CH3:27])[CH3:26])([CH3:24])[CH3:23])(=[O:17])[C:11]1[CH:16]=[CH:15][CH:14]=[CH:13][CH:12]=1)=[O:8].[C:30]([C:32]1[CH:33]=[C:34]([NH:38][C:39]([C:41]2[N:45]([CH3:46])[N:44]=[C:43]([CH3:47])[CH:42]=2)=[O:40])[CH:35]=[CH:36][CH:37]=1)#[CH:31]. (7) Given the product [NH2:18][CH2:17][CH2:16][N:3]1[C:4]2[C:13]3[CH:12]=[CH:11][CH:10]=[CH:9][C:8]=3[N:7]=[C:6]([NH2:26])[C:5]=2[N:15]=[C:2]1[NH2:1], predict the reactants needed to synthesize it. The reactants are: [NH2:1][C:2]1[N:3]([CH2:16][CH2:17][NH:18]C(=O)OC(C)(C)C)[C:4]2[C:13]3[CH:12]=[CH:11][CH:10]=[CH:9][C:8]=3[N:7]=[C:6](Cl)[C:5]=2[N:15]=1.[NH3:26]. (8) Given the product [OH:14][CH2:13][C:8]1[CH:7]=[C:6]2[C:11]([CH2:12][C:4](=[O:3])[NH:5]2)=[CH:10][CH:9]=1, predict the reactants needed to synthesize it. The reactants are: [BH4-].[Li+].[O:3]=[C:4]1[CH2:12][C:11]2[C:6](=[CH:7][C:8]([C:13](OC)=[O:14])=[CH:9][CH:10]=2)[NH:5]1.O.Cl.